Dataset: Catalyst prediction with 721,799 reactions and 888 catalyst types from USPTO. Task: Predict which catalyst facilitates the given reaction. (1) Reactant: [Br:1][C:2]1[CH:3]=[CH:4][C:5](F)=[C:6]([CH:9]=1)[CH:7]=[O:8].[NH:11]1[CH2:15][CH2:14][CH2:13][CH2:12]1.C(=O)([O-])[O-].[K+].[K+].O. Product: [Br:1][C:2]1[CH:3]=[CH:4][C:5]([N:11]2[CH2:15][CH2:14][CH2:13][CH2:12]2)=[C:6]([CH:9]=1)[CH:7]=[O:8]. The catalyst class is: 3. (2) Reactant: C1C(=O)N([I:8])C(=O)C1.[CH3:9][C:10]1[N:11]=[C:12]([C:15]2([CH3:19])[CH2:18][O:17][CH2:16]2)[NH:13][CH:14]=1. Product: [I:8][C:14]1[NH:13][C:12]([C:15]2([CH3:19])[CH2:16][O:17][CH2:18]2)=[N:11][C:10]=1[CH3:9]. The catalyst class is: 10. (3) Reactant: [Li]CCCC.[Cl:6][C:7]1[CH:12]=[C:11]([C:13]([F:16])([F:15])[F:14])[CH:10]=[C:9]([Cl:17])[CH:8]=1.CN([CH:21]=[O:22])C. Product: [Cl:6][C:7]1[CH:12]=[C:11]([C:13]([F:14])([F:15])[F:16])[CH:10]=[C:9]([Cl:17])[C:8]=1[CH:21]=[O:22]. The catalyst class is: 1. (4) Reactant: [C:9](O[C:9]([O:11][C:12]([CH3:15])([CH3:14])[CH3:13])=[O:10])([O:11][C:12]([CH3:15])([CH3:14])[CH3:13])=[O:10].[NH2:16][CH:17]1[CH2:22][CH2:21][CH2:20][CH:19]([NH2:23])[CH2:18]1. Product: [NH2:16][CH:17]1[CH2:22][CH2:21][CH2:20][CH:19]([NH:23][C:9]([O:11][C:12]([CH3:13])([CH3:14])[CH3:15])=[O:10])[CH2:18]1. The catalyst class is: 22. (5) Reactant: [Br:1][C:2]1[CH:3]=[C:4]([C:15]([OH:17])=O)[C:5]2[C:6]([CH3:14])=[N:7][N:8]([CH:11]([CH3:13])[CH3:12])[C:9]=2[CH:10]=1.C(N1C2C=C(C3C=C4C=CNC4=NC=3)C=C(C(OC)=O)C=2C=N1)(C)C.CCN=C=NCCCN(C)C.Cl.C1C=CC2N(O)N=NC=2C=1.C(N(C(C)C)CC)(C)C.[NH2:74][CH2:75][C:76]1[C:77](=[O:84])[NH:78][C:79]([CH3:83])=[CH:80][C:81]=1[CH3:82]. Product: [Br:1][C:2]1[CH:3]=[C:4]([C:15]([NH:74][CH2:75][C:76]2[C:77](=[O:84])[NH:78][C:79]([CH3:83])=[CH:80][C:81]=2[CH3:82])=[O:17])[C:5]2[C:6]([CH3:14])=[N:7][N:8]([CH:11]([CH3:12])[CH3:13])[C:9]=2[CH:10]=1. The catalyst class is: 64. (6) Product: [F:13][C:2]([F:12])([F:1])[C:3]1[N:7]2[CH:8]=[CH:9][N+:10]([O-:14])=[CH:11][C:6]2=[N:5][N:4]=1. Reactant: [F:1][C:2]([F:13])([F:12])[C:3]1[N:7]2[CH:8]=[CH:9][N:10]=[CH:11][C:6]2=[N:5][N:4]=1.[OH:14]O. The catalyst class is: 15.